This data is from NCI-60 drug combinations with 297,098 pairs across 59 cell lines. The task is: Regression. Given two drug SMILES strings and cell line genomic features, predict the synergy score measuring deviation from expected non-interaction effect. (1) Drug 1: CCC1(C2=C(COC1=O)C(=O)N3CC4=CC5=C(C=CC(=C5CN(C)C)O)N=C4C3=C2)O.Cl. Drug 2: C1CCC(C(C1)N)N.C(=O)(C(=O)[O-])[O-].[Pt+4]. Cell line: SK-OV-3. Synergy scores: CSS=3.76, Synergy_ZIP=-4.56, Synergy_Bliss=5.04, Synergy_Loewe=-28.4, Synergy_HSA=-1.13. (2) Drug 1: CC(C1=C(C=CC(=C1Cl)F)Cl)OC2=C(N=CC(=C2)C3=CN(N=C3)C4CCNCC4)N. Drug 2: CCCCCOC(=O)NC1=NC(=O)N(C=C1F)C2C(C(C(O2)C)O)O. Cell line: CAKI-1. Synergy scores: CSS=6.20, Synergy_ZIP=-5.51, Synergy_Bliss=-6.38, Synergy_Loewe=-21.2, Synergy_HSA=-5.17.